This data is from Full USPTO retrosynthesis dataset with 1.9M reactions from patents (1976-2016). The task is: Predict the reactants needed to synthesize the given product. Given the product [CH2:43]([O:42][C:40]([C:39]1[C:38]([CH2:45][CH2:46][C:47]2[CH:48]=[CH:49][C:50]([F:53])=[CH:51][CH:52]=2)=[N:37][C:6]2[C@H:8]3[N:9]([C:13](=[O:15])[C:5]=2[C:4]=1[C:23]1[S:24][C:25]([C:28]([OH:30])=[O:29])=[CH:26][CH:27]=1)[CH2:10][CH2:11][CH2:12]3)=[O:41])[CH3:44], predict the reactants needed to synthesize it. The reactants are: C(O[C:4](=O)[CH2:5][C:6]([C@@H:8]1[CH2:12][CH2:11][CH2:10][N:9]1[C:13]([O:15]C(C)(C)C)=O)=O)C.C([C:23]1[S:24][C:25]([C:28]([OH:30])=[O:29])=[CH:26][CH:27]=1)=O.N1CCCCC1.[NH2:37]/[C:38](/[CH2:45][CH2:46][C:47]1[CH:52]=[CH:51][C:50]([F:53])=[CH:49][CH:48]=1)=[CH:39]\[C:40]([O:42][CH2:43][CH3:44])=[O:41].C(O)(C(F)(F)F)=O.